From a dataset of Reaction yield outcomes from USPTO patents with 853,638 reactions. Predict the reaction yield, written as a fraction of the theoretical maximum amount of product (1.0 means a 100% yield; for example, 0.34 means a 34% yield). The reactants are [CH2:1]([O:3][C:4](=[O:13])[CH2:5][C@H:6]1[CH2:11][CH2:10][C@H:9]([NH2:12])[CH2:8][CH2:7]1)[CH3:2].[C:14]([O:18][C:19](O[C:19]([O:18][C:14]([CH3:17])([CH3:16])[CH3:15])=[O:20])=[O:20])([CH3:17])([CH3:16])[CH3:15].C(N(CC)CC)C.O. The catalyst is ClCCl.CN(C)C1C=CN=CC=1. The product is [CH2:1]([O:3][C:4](=[O:13])[CH2:5][C@H:6]1[CH2:7][CH2:8][C@H:9]([NH:12][C:19]([O:18][C:14]([CH3:17])([CH3:16])[CH3:15])=[O:20])[CH2:10][CH2:11]1)[CH3:2]. The yield is 0.600.